This data is from Catalyst prediction with 721,799 reactions and 888 catalyst types from USPTO. The task is: Predict which catalyst facilitates the given reaction. (1) Reactant: ClC(O[C:6](=[O:12])[O:7][C:8](Cl)(Cl)Cl)(Cl)Cl.[F:13][C:14]1[CH:15]=[C:16]2[N:22]([C:23]3[N:28]=[C:27]([NH2:29])[C:26]([NH2:30])=[C:25]([NH2:31])[N:24]=3)[N:21]=[C:20]([CH2:32][C:33]3[CH:38]=[CH:37][CH:36]=[CH:35][C:34]=3[F:39])[C:17]2=[N:18][CH:19]=1.[C:40](=[O:43])(O)[O-].[Na+].Cl[CH2:46]Cl. Product: [O:43]1[CH2:40][CH:8]([O:7][C:6](=[O:12])[NH:30][C:26]2[C:25]([NH2:31])=[N:24][C:23]([N:22]3[C:16]4[C:17](=[N:18][CH:19]=[C:14]([F:13])[CH:15]=4)[C:20]([CH2:32][C:33]4[CH:38]=[CH:37][CH:36]=[CH:35][C:34]=4[F:39])=[N:21]3)=[N:28][C:27]=2[NH2:29])[CH2:46]1. The catalyst class is: 17. (2) Reactant: [OH-].[K+].COC([N:7]1[C:15]2[C:10](=[CH:11][CH:12]=[CH:13][CH:14]=2)[C:9]([CH:16]([C:18]([O:20]CC)=[O:19])[CH3:17])=[CH:8]1)=O. Product: [NH:7]1[C:15]2[C:10](=[CH:11][CH:12]=[CH:13][CH:14]=2)[C:9]([CH:16]([CH3:17])[C:18]([OH:20])=[O:19])=[CH:8]1. The catalyst class is: 72. (3) Product: [CH2:13]([N:16]1[C:3](=[O:5])[CH2:2][NH:1][C:17]1=[S:18])[CH:14]=[CH2:15]. Reactant: [NH2:1][CH2:2][C:3]([OH:5])=O.C(N(CC)CC)C.[CH2:13]([N:16]=[C:17]=[S:18])[CH:14]=[CH2:15].Cl. The catalyst class is: 803. (4) Reactant: [CH2:1]([O:4][C:5]1[CH:13]=[CH:12][CH:11]=[C:10]([CH2:14][CH2:15][CH2:16][CH2:17][CH2:18][CH2:19][CH2:20][CH2:21][CH2:22][CH2:23][CH2:24][CH2:25][CH2:26][CH2:27][CH3:28])[C:6]=1[C:7](Cl)=[O:8])[CH2:2][CH3:3].[NH2:29][C:30]1[CH:37]=[CH:36][C:33]([C:34]#[N:35])=[C:32]([C:38]([F:41])([F:40])[F:39])[CH:31]=1.C(N(CC)CC)C. Product: [C:34]([C:33]1[CH:36]=[CH:37][C:30]([NH:29][C:7](=[O:8])[C:6]2[C:10]([CH2:14][CH2:15][CH2:16][CH2:17][CH2:18][CH2:19][CH2:20][CH2:21][CH2:22][CH2:23][CH2:24][CH2:25][CH2:26][CH2:27][CH3:28])=[CH:11][CH:12]=[CH:13][C:5]=2[O:4][CH2:1][CH2:2][CH3:3])=[CH:31][C:32]=1[C:38]([F:39])([F:40])[F:41])#[N:35]. The catalyst class is: 4. (5) Reactant: [N:1]1[N:12]2[C:4]([N:5]=[C:6]3[C:10](=[C:11]2[C:13]2[CH:14]=[CH:15][C:16]4[O:20][C:19]([CH2:21][CH2:22]OS(C)(=O)=O)=[CH:18][C:17]=4[CH:28]=2)[CH2:9][CH2:8][CH2:7]3)=[CH:3][CH:2]=1.[CH3:29][CH:30]1[CH2:34][CH2:33][CH2:32][NH:31]1.C(=O)([O-])[O-].[K+].[K+]. Product: [CH3:29][CH:30]1[CH2:34][CH2:33][CH2:32][N:31]1[CH2:22][CH2:21][C:19]1[O:20][C:16]2[CH:15]=[CH:14][C:13]([C:11]3[N:12]4[C:4](=[CH:3][CH:2]=[N:1]4)[N:5]=[C:6]4[C:10]=3[CH2:9][CH2:8][CH2:7]4)=[CH:28][C:17]=2[CH:18]=1. The catalyst class is: 10. (6) Reactant: [CH2:1]([C:5]1[N:9]([CH2:10][C:11]2[CH:16]=[CH:15][C:14]([C:17]3[CH:22]=[CH:21][CH:20]=[CH:19][C:18]=3[C:23]3[N:24]=[N:25][NH:26][N:27]=3)=[CH:13][CH:12]=2)[C:8]([CH2:28][OH:29])=[C:7]([Cl:30])[N:6]=1)[CH2:2][CH2:3][CH3:4].[OH-].[K+:32]. Product: [CH3:4][CH2:3][CH2:2][CH2:1][C:5]1[N:9]([CH2:10][C:11]2[CH:16]=[CH:15][C:14]([C:17]3[CH:22]=[CH:21][CH:20]=[CH:19][C:18]=3[C:23]3[N:27]=[N:26][N-:25][N:24]=3)=[CH:13][CH:12]=2)[C:8]([CH2:28][OH:29])=[C:7]([Cl:30])[N:6]=1.[K+:32]. The catalyst class is: 84. (7) The catalyst class is: 16. Reactant: Br[CH2:2][CH2:3][CH2:4][CH2:5][CH2:6][CH2:7][CH2:8][CH3:9].[N+:10]([C:13]1[CH:18]=[CH:17][C:16]([OH:19])=[CH:15][CH:14]=1)([O-:12])=[O:11].[Na]. Product: [N+:10]([C:13]1[CH:18]=[CH:17][C:16]([O:19][CH2:2][CH2:3][CH2:4][CH2:5][CH2:6][CH2:7][CH2:8][CH3:9])=[CH:15][CH:14]=1)([O-:12])=[O:11].